Dataset: Reaction yield outcomes from USPTO patents with 853,638 reactions. Task: Predict the reaction yield, written as a fraction of the theoretical maximum amount of product (1.0 means a 100% yield; for example, 0.34 means a 34% yield). The reactants are BrC1C=CC(CCCNC)=CC=1.[Br:13][C:14]1[CH:19]=[CH:18][C:17]([CH2:20][C:21]([NH:23][CH3:24])=O)=[CH:16][CH:15]=1.B. The catalyst is C1COCC1. The product is [Br:13][C:14]1[CH:15]=[CH:16][C:17]([CH2:20][CH2:21][NH:23][CH3:24])=[CH:18][CH:19]=1. The yield is 0.970.